From a dataset of Full USPTO retrosynthesis dataset with 1.9M reactions from patents (1976-2016). Predict the reactants needed to synthesize the given product. (1) Given the product [CH2:1]([C:5]1[CH:6]=[CH:7][C:8]2[O:12][C:11]([C:18]3[CH:25]=[CH:24][C:21]([CH:22]=[O:23])=[CH:20][CH:19]=3)=[CH:10][C:9]=2[CH:16]=1)[CH:2]([CH3:4])[CH3:3], predict the reactants needed to synthesize it. The reactants are: [CH2:1]([C:5]1[CH:6]=[CH:7][C:8]2[O:12][C:11](B(O)O)=[CH:10][C:9]=2[CH:16]=1)[CH:2]([CH3:4])[CH3:3].Br[C:18]1[CH:25]=[CH:24][C:21]([CH:22]=[O:23])=[CH:20][CH:19]=1.C(N(CC)CC)C. (2) Given the product [CH3:16][N:6]1[C:5]2[CH:12]=[CH:13][C:2]([CH3:1])=[CH:3][C:4]=2[C:9](=[O:10])[O:8][C:7]1=[O:11], predict the reactants needed to synthesize it. The reactants are: [CH3:1][C:2]1[CH:13]=[CH:12][C:5]2[NH:6][C:7](=[O:11])[O:8][C:9](=[O:10])[C:4]=2[CH:3]=1.[H-].[Na+].[CH3:16]I.